Predict which catalyst facilitates the given reaction. From a dataset of Catalyst prediction with 721,799 reactions and 888 catalyst types from USPTO. (1) Reactant: C([O:3][C:4](=[O:16])[C:5]1[CH:10]=[CH:9][CH:8]=[C:7]([C:11]([C:14]#[N:15])([CH3:13])[CH3:12])[CH:6]=1)C.[OH-].[Na+].Cl. Product: [C:14]([C:11]([C:7]1[CH:6]=[C:5]([CH:10]=[CH:9][CH:8]=1)[C:4]([OH:16])=[O:3])([CH3:13])[CH3:12])#[N:15]. The catalyst class is: 40. (2) Reactant: [CH3:1][O:2][CH2:3][CH2:4][O:5][C:6]1[CH:11]=[CH:10][CH:9]=[CH:8][C:7]=1[C:12](=[O:14])[CH3:13].BrCCOC.BrCC(C)C.C1N=CN(C(N2C=NC=C2)=O)C=1.[C:37]([NH:40][C:41]1[CH:49]=[CH:48][C:44]([C:45](O)=[O:46])=[CH:43][C:42]=1[CH2:50][CH3:51])(=[O:39])[CH3:38]. Product: [CH3:1][O:2][CH2:3][CH2:4][O:5][C:6]1[CH:11]=[CH:10][CH:9]=[CH:8][C:7]=1[C:12](=[O:14])[CH3:13].[C:37]([NH:40][C:41]1[CH:49]=[CH:48][C:44]([C:45](=[O:46])[CH2:13][C:12]([C:7]2[CH:8]=[CH:9][CH:10]=[CH:11][C:6]=2[O:5][CH2:4][CH2:3][O:2][CH3:1])=[O:14])=[CH:43][C:42]=1[CH2:50][CH3:51])(=[O:39])[CH3:38]. The catalyst class is: 1. (3) Reactant: O1CCCC1.[O:6]([C:13]1[CH:14]=[C:15]([CH2:19][C:20](Cl)=[N:21][OH:22])[CH:16]=[CH:17][CH:18]=1)[C:7]1[CH:12]=[CH:11][CH:10]=[CH:9][CH:8]=1.[C:24]([C:26]1[C:27]([NH2:32])=[N:28][CH:29]=[CH:30][CH:31]=1)#[CH:25].C(N(CC)CC)C. Product: [O:6]([C:13]1[CH:14]=[C:15]([CH:16]=[CH:17][CH:18]=1)[CH2:19][C:20]1[CH:25]=[C:24]([C:26]2[C:27]([NH2:32])=[N:28][CH:29]=[CH:30][CH:31]=2)[O:22][N:21]=1)[C:7]1[CH:12]=[CH:11][CH:10]=[CH:9][CH:8]=1. The catalyst class is: 6. (4) The catalyst class is: 36. Reactant: [C:1]([C:3]([C:6]1[CH:7]=[CH:8][C:9]([NH:12][C:13]2[CH:14]=[C:15]([CH:20]=[CH:21][N:22]=2)[C:16]([O:18]C)=[O:17])=[N:10][CH:11]=1)([CH3:5])[CH3:4])#[N:2].[Li+].[OH-]. Product: [C:1]([C:3]([C:6]1[CH:7]=[CH:8][C:9]([NH:12][C:13]2[CH:14]=[C:15]([CH:20]=[CH:21][N:22]=2)[C:16]([OH:18])=[O:17])=[N:10][CH:11]=1)([CH3:5])[CH3:4])#[N:2]. (5) Reactant: [CH2:1]([N:3]([CH2:30][CH3:31])[C:4]1[CH:9]=[CH:8][C:7]([NH:10][C:11]([C:13]2[C:14]([C:22]3[C:27]([Cl:28])=[CH:26][CH:25]=[CH:24][C:23]=3[Cl:29])=[N:15][O:16][C:17]=2[CH2:18][CH2:19][CH:20]=[O:21])=[O:12])=[CH:6][CH:5]=1)[CH3:2].[BH4-].[Na+].Cl.O. Product: [Cl:29][C:23]1[CH:24]=[CH:25][CH:26]=[C:27]([Cl:28])[C:22]=1[C:14]1[C:13]([C:11]([NH:10][C:7]2[CH:8]=[CH:9][C:4]([N:3]([CH2:30][CH3:31])[CH2:1][CH3:2])=[CH:5][CH:6]=2)=[O:12])=[C:17]([CH2:18][CH2:19][CH2:20][OH:21])[O:16][N:15]=1. The catalyst class is: 100. (6) Reactant: [CH3:1][O:2][C:3]1[CH:8]=[CH:7][C:6]([C:9]2[C:17]3[C:12](=[CH:13][CH:14]=[C:15]([C:18]#[N:19])[CH:16]=3)[NH:11][N:10]=2)=[CH:5][CH:4]=1.[OH:20]O.[OH-].[Na+].Cl. Product: [CH3:1][O:2][C:3]1[CH:4]=[CH:5][C:6]([C:9]2[C:17]3[C:12](=[CH:13][CH:14]=[C:15]([C:18]([NH2:19])=[O:20])[CH:16]=3)[NH:11][N:10]=2)=[CH:7][CH:8]=1. The catalyst class is: 97.